Task: Predict the product of the given reaction.. Dataset: Forward reaction prediction with 1.9M reactions from USPTO patents (1976-2016) Given the reactants [C:1]1([C:7]2[NH:8][C:9]3[C:14]([C:15]=2[CH2:16][CH2:17]OS(C)(=O)=O)=[CH:13][CH:12]=[CH:11][CH:10]=3)[CH:6]=[CH:5][CH:4]=[CH:3][CH:2]=1.[NH:23]1[CH2:32][CH2:31][CH:26]([C:27]([O:29][CH3:30])=[O:28])[CH2:25][CH2:24]1.C(=O)([O-])O.[Na+], predict the reaction product. The product is: [CH3:30][O:29][C:27]([CH:26]1[CH2:31][CH2:32][N:23]([CH2:17][CH2:16][C:15]2[C:14]3[C:9](=[CH:10][CH:11]=[CH:12][CH:13]=3)[NH:8][C:7]=2[C:1]2[CH:6]=[CH:5][CH:4]=[CH:3][CH:2]=2)[CH2:24][CH2:25]1)=[O:28].